Dataset: Drug-target binding data from BindingDB using Ki measurements. Task: Regression. Given a target protein amino acid sequence and a drug SMILES string, predict the binding affinity score between them. We predict pKi (pKi = -log10(Ki in M); higher means stronger inhibition). Dataset: bindingdb_ki. (1) The compound is COc1ccc(S(=O)(=O)N(CC(C)C)C[C@@H](O)[C@H](Cc2ccccc2)NC(=O)[C@@H]2CN(c3cccc(F)c3)C(=O)O2)cc1. The target protein sequence is PQITLWKRPLVTIRIGGQLKEALLDTGADNTVLEEMNLPGKWKPKMIGGIGGFIKVRQYDQIPIEICGHKAIGTVLVGPTPVNIIGRDLLTQIGCTLNF. The pKi is 9.7. (2) The compound is Nc1ncnc2c1ncn2[C@@H]1O[C@H]([C@H](CSCCC(N)C(=O)O)OP(=O)(O)OP(=O)(O)NP(=O)(O)O)[C@@H](O)[C@H]1O. The target protein (P13444) has sequence MNGPVDGLCDHSLSEEGAFMFTSESVGEGHPDKICDQISDAVLDAHLKQDPNAKVACETVCKTGMVLLCGEITSMAMIDYQRVVRDTIKHIGYDDSAKGFDFKTCNVLVALEQQSPDIAQCVHLDRNEEDVGAGDQGLMFGYATDETEECMPLTIVLAHKLNTRMADLRRSGVLPWLRPDSKTQVTVQYVQDNGAVIPVRVHTIVISVQHNEDITLEAMREALKEQVIKAVVPAKYLDEDTIYHLQPSGRFVIGGPQGDAGVTGRKIIVDTYGGWGAHGGGAFSGKDYTKVDRSAAYAARWVAKSLVKAGLCRRVLVQVSYAIGVAEPLSISIFTYGTSKKTERDELLEVVNKNFDLRPGVIVRDLDLKKPIYQKTACYGHFGRSEFPWEVPKKLVF. The pKi is 6.2. (3) The drug is COc1ccc2cccc(N3CCN(CCCCn4ncc(=O)n(C)c4=O)CC3)c2c1. The target protein (P54219) has sequence MLRTILDAPQRLLKEGRASRQLVLVVVFVALLLDNMLFTVVVPIVPTFLYDMEFKEVNSSLHLGHAGSSPHALASPAFSTIFSFFNNNTVAVEESVPSGIAWMNDTASTIPPPATEAISAHKNNCLQGTGFLEEEITRVGVLFASKAVMQLLVNPFVGPLTNRIGYHIPMFAGFVIMFLSTVMFAFSGTYTLLFVARTLQGIGSSFSSVAGLGMLASVYTDDHERGRAMGTALGGLALGLLVGAPFGSVMYEFVGKSAPFLILAFLALLDGALQLCILQPSKVSPESAKGTPLFMLLKDPYILVAAGSICFANMGVAILEPTLPIWMMQTMCSPKWQLGLAFLPASVSYLIGTNLFGVLANKMGRWLCSLIGMLVVGTSLLCVPLAHNIFGLIGPNAGLGLAIGMVDSSMMPIMGHLVDLRHTSVYGSVYAIADVAFCMGFAIGPSTGGAIVKAIGFPWLMVITGVINIVYAPLCYYLRSPPAKEEKLAILSQDCPMETR.... The pKi is 5.0. (4) The small molecule is O=c1c(-c2ccc(O)cc2)coc2cc3c(c(O)c12)OCO3. The target protein (Q9HAW9) has sequence MARTGWTSPIPLCVSLLLTCGFAEAGKLLVVPMDGSHWFTMQSVVEKLILRGHEVVVVMPEVSWQLGKSLNCTVKTYSTSYTLEDLDREFMDFADAQWKAQVRSLFSLFLSSSNGFFNLFFSHCRSLFNDRKLVEYLKESSFDAVFLDPFDACGLIVAKYFSLPSVVFARGIACHYLEEGAQCPAPLSYVPRILLGFSDAMTFKERVRNHIMHLEEHLFCQYFSKNALEIASEILQTPVTAYDLYSHTSIWLLRTDFVLDYPKPVMPNMIFIGGINCHQGKPLPMEFEAYINASGEHGIVVFSLGSMVSEIPEKKAMAIADALGKIPQTVLWRYTGTRPSNLANNTILVKWLPQNDLLGHPMTRAFITHAGSHGVYESICNGVPMVMMPLFGDQMDNAKRMETKGAGVTLNVLEMTSEDLENALKAVINDKSYKENIMRLSSLHKDRPVEPLDLAVFWVEFVMRHKGAPHLRPAAHDLTWYQYHSLDVIGFLLAVVLTVA.... The pKi is 4.7.